This data is from Forward reaction prediction with 1.9M reactions from USPTO patents (1976-2016). The task is: Predict the product of the given reaction. (1) Given the reactants [F:1][C:2]([F:13])([C:6]1[N:11]=[CH:10][C:9]([F:12])=[CH:8][N:7]=1)[C:3](O)=O.[NH2:14][C:15]1[C:23]([Cl:24])=[CH:22][CH:21]=[CH:20][C:16]=1[C:17](O)=[O:18].P(OC1C=CC=CC=1)(OC1C=CC=CC=1)OC1C=CC=CC=1.Cl.[NH2:48]CCC(OCC)=O, predict the reaction product. The product is: [Cl:24][C:23]1[CH:22]=[CH:21][CH:20]=[C:16]2[C:15]=1[N:14]=[C:3]([C:2]([F:13])([F:1])[C:6]1[N:11]=[CH:10][C:9]([F:12])=[CH:8][N:7]=1)[N:48]=[C:17]2[OH:18]. (2) Given the reactants [O:1]=[CH:2][C@@H:3]([C@H:5]([C@@H:7]([C@@H:9]([CH2:11][OH:12])[OH:10])[OH:8])[OH:6])[OH:4].[O:13]=[CH:14][C@@H:15]([C@H:17]([C@@H:19]([CH2:21][OH:22])[OH:20])[OH:18])[OH:16].C(O)C, predict the reaction product. The product is: [C:11]([OH:12])(=[O:13])[CH:9]([CH3:7])[OH:10].[CH:14](=[O:13])[C:15]1[O:22][CH:21]=[CH:19][CH:17]=1.[O:1]=[CH:2][C@@H:3]([C@H:5]([C@@H:7]([C@@H:9]([CH2:11][OH:12])[OH:10])[OH:8])[OH:6])[OH:4].[O:13]=[CH:14][C@@H:15]([C@H:17]([C@@H:19]([CH2:21][OH:22])[OH:20])[OH:18])[OH:16]. (3) Given the reactants [NH2:1][C:2]1[CH:10]=[CH:9][C:8]([F:11])=[CH:7][C:3]=1[C:4](O)=O.C(O)(=O)[C:13]1[C:14](=[CH:16]C=CC=1)[NH2:15].[CH:22]([CH:25]1[CH2:30][C:29](=O)[CH2:28][C:27](=[O:32])[CH2:26]1)([CH3:24])[CH3:23].CC1(C)CC(=O)CC(=O)C1, predict the reaction product. The product is: [F:11][C:8]1[CH:9]=[CH:10][C:2]2[NH:1][C:13]3[C:14]([CH3:16])=[N:15][C:29]4[CH2:30][CH:25]([CH:22]([CH3:23])[CH3:24])[CH2:26][C:27](=[O:32])[C:28]=4[C:4]=3[C:3]=2[CH:7]=1. (4) Given the reactants [CH3:1][C:2]1([CH3:14])[C:6]([CH3:8])([CH3:7])[O:5][B:4]([C:9]2[CH:10]=[N:11][NH:12][CH:13]=2)[O:3]1.CN(C=O)C.[H-].[Na+].CS(O[CH:27]1[CH2:32][CH2:31][N:30]([C:33]([O:35][C:36]([CH3:39])([CH3:38])[CH3:37])=[O:34])[CH2:29][CH2:28]1)(=O)=O, predict the reaction product. The product is: [CH3:1][C:2]1([CH3:14])[C:6]([CH3:7])([CH3:8])[O:5][B:4]([C:9]2[CH:13]=[N:12][N:11]([CH:27]3[CH2:32][CH2:31][N:30]([C:33]([O:35][C:36]([CH3:39])([CH3:38])[CH3:37])=[O:34])[CH2:29][CH2:28]3)[CH:10]=2)[O:3]1.